This data is from Full USPTO retrosynthesis dataset with 1.9M reactions from patents (1976-2016). The task is: Predict the reactants needed to synthesize the given product. (1) Given the product [C:1]([C:4]1[N:5]([CH2:22][C:23]2[CH:24]=[CH:25][C:26]([C:29]([OH:31])([CH3:32])[CH3:30])=[CH:27][CH:28]=2)[C:6](=[O:21])[C:7]2[C:12]([C:13]=1[C:14]1[CH:15]=[CH:16][CH:17]=[CH:18][CH:19]=1)=[CH:11][C:10]([Br:20])=[CH:9][CH:8]=2)(=[O:3])[CH3:2], predict the reactants needed to synthesize it. The reactants are: [C:1]([C:4]1[N:5]([CH2:22][C:23]2[CH:28]=[CH:27][C:26]([C:29](=[O:31])[CH3:30])=[CH:25][CH:24]=2)[C:6](=[O:21])[C:7]2[C:12]([C:13]=1[C:14]1[CH:19]=[CH:18][CH:17]=[CH:16][CH:15]=1)=[CH:11][C:10]([Br:20])=[CH:9][CH:8]=2)(=[O:3])[CH3:2].[CH3:32][Mg]Br.[Cl-].[NH4+]. (2) Given the product [N:6]1([C:15]([O:17][C:18]([CH3:21])([CH3:20])[CH3:19])=[O:16])[C:14]2[C:9](=[CH:10][CH:11]=[CH:12][C:13]=2[C:31]([O:33][CH2:34][CH3:35])=[O:32])[CH2:8][CH2:7]1, predict the reactants needed to synthesize it. The reactants are: C([Li])(CC)C.[N:6]1([C:15]([O:17][C:18]([CH3:21])([CH3:20])[CH3:19])=[O:16])[C:14]2[C:9](=[CH:10][CH:11]=[CH:12][CH:13]=2)[CH2:8][CH2:7]1.CN(C)CCN(C)C.Cl[C:31]([O:33][CH2:34][CH3:35])=[O:32]. (3) Given the product [F:20][C:21]1[CH:27]=[C:26]([I:28])[CH:25]=[CH:10][C:9]=1[NH:8][C:6]([NH:3][CH3:4])=[O:7], predict the reactants needed to synthesize it. The reactants are: C1N=[CH:4][N:3]([C:6]([N:8]2C=N[CH:10]=[CH:9]2)=[O:7])C=1.C(N(CC)CC)C.[F:20][C:21]1[CH:27]=[C:26]([I:28])[CH:25]=CC=1N.CN. (4) Given the product [CH3:3][C:4]1[O:8][C:7]([C:9]2[CH:14]=[CH:13][CH:12]=[CH:11][CH:10]=2)=[N:6][C:5]=1[CH2:15][CH:16]([CH2:17][OH:18])[CH2:22][OH:23], predict the reactants needed to synthesize it. The reactants are: [BH4-].[Na+].[CH3:3][C:4]1[O:8][C:7]([C:9]2[CH:14]=[CH:13][CH:12]=[CH:11][CH:10]=2)=[N:6][C:5]=1[CH2:15][CH:16]([C:22](OCC)=[O:23])[C:17](OCC)=[O:18]. (5) Given the product [C:1]([O:5][C:6]([N:8]1[CH2:12][C@@H:11]([F:13])[CH2:10][C@H:9]1[C:14]([OH:16])=[O:15])=[O:7])([CH3:4])([CH3:2])[CH3:3], predict the reactants needed to synthesize it. The reactants are: [C:1]([O:5][C:6]([N:8]1[CH2:12][C@@H:11]([F:13])[CH2:10][C@H:9]1[C:14]([O:16]C)=[O:15])=[O:7])([CH3:4])([CH3:3])[CH3:2].[OH-].[Na+]. (6) Given the product [CH2:37]([NH:40][S:41]([NH:1][C:2]1[CH:3]=[C:4]([CH:25]=[CH:26][CH:27]=1)[O:5][C:6]1[CH:14]=[C:13]([F:15])[CH:12]=[C:11]([NH:16][C:17]2[CH:22]=[CH:21][C:20]([I:23])=[CH:19][C:18]=2[F:24])[C:7]=1[C:8]([NH2:10])=[O:9])(=[O:43])=[O:42])[CH2:38][CH3:39], predict the reactants needed to synthesize it. The reactants are: [NH2:1][C:2]1[CH:3]=[C:4]([CH:25]=[CH:26][CH:27]=1)[O:5][C:6]1[CH:14]=[C:13]([F:15])[CH:12]=[C:11]([NH:16][C:17]2[CH:22]=[CH:21][C:20]([I:23])=[CH:19][C:18]=2[F:24])[C:7]=1[C:8]([NH2:10])=[O:9].C(N(C(C)C)C(C)C)C.[CH2:37]([NH:40][S:41](Cl)(=[O:43])=[O:42])[CH2:38][CH3:39].